The task is: Regression/Classification. Given a drug SMILES string, predict its absorption, distribution, metabolism, or excretion properties. Task type varies by dataset: regression for continuous measurements (e.g., permeability, clearance, half-life) or binary classification for categorical outcomes (e.g., BBB penetration, CYP inhibition). Dataset: cyp2d6_veith.. This data is from CYP2D6 inhibition data for predicting drug metabolism from PubChem BioAssay. (1) The molecule is COC(=O)[C@H](C)NC(=O)C/C=C\[C@@H](C)[C@@H](CO)OC. The result is 0 (non-inhibitor). (2) The compound is CN1C[C@H](c2ccccc2)C(O)([C@]2(c3ccccc3)CN(C)C[C@@H](c3ccccc3)C2=O)[C@H](c2ccccc2)C1. The result is 0 (non-inhibitor). (3) The drug is COc1cccc(-c2ccc3ncnc(NCc4cccs4)c3c2)c1. The result is 1 (inhibitor). (4) The drug is C/C(CC(=O)Nc1cccc2c1CCCC2)=N\NC(=O)c1ccccc1N. The result is 0 (non-inhibitor). (5) The compound is Cc1ccc(NC(=O)C2CC(=O)n3c(nc4ccccc43)N2)cc1. The result is 0 (non-inhibitor).